This data is from TCR-epitope binding with 47,182 pairs between 192 epitopes and 23,139 TCRs. The task is: Binary Classification. Given a T-cell receptor sequence (or CDR3 region) and an epitope sequence, predict whether binding occurs between them. (1) The epitope is NLVPMVATV. The TCR CDR3 sequence is CASSRLGDGDSNQPQHF. Result: 1 (the TCR binds to the epitope). (2) The epitope is AVFDRKSDAK. The TCR CDR3 sequence is CASSRGRGGYQPQHF. Result: 1 (the TCR binds to the epitope). (3) The epitope is LEPLVDLPI. The TCR CDR3 sequence is CASSPLGQGWNTEAFF. Result: 1 (the TCR binds to the epitope). (4) The epitope is YLKLTDNVYIK. The TCR CDR3 sequence is CSARDPAGANRETQYF. Result: 0 (the TCR does not bind to the epitope). (5) The epitope is FQPTNGVGY. The TCR CDR3 sequence is CASSRAGRTDTQYF. Result: 0 (the TCR does not bind to the epitope). (6) The epitope is FLNGSCGSV. The TCR CDR3 sequence is CSVEAGGSGYEQYF. Result: 1 (the TCR binds to the epitope). (7) The epitope is TTLPVNVAF. The TCR CDR3 sequence is CASSLGQGTSPLHF. Result: 0 (the TCR does not bind to the epitope). (8) The epitope is MPASWVMRI. The TCR CDR3 sequence is CSVEDLGQGGTEAFF. Result: 1 (the TCR binds to the epitope).